From a dataset of Peptide-MHC class I binding affinity with 185,985 pairs from IEDB/IMGT. Regression. Given a peptide amino acid sequence and an MHC pseudo amino acid sequence, predict their binding affinity value. This is MHC class I binding data. The peptide sequence is ALVLLILMTA. The MHC is HLA-A02:06 with pseudo-sequence HLA-A02:06. The binding affinity (normalized) is 0.619.